This data is from Forward reaction prediction with 1.9M reactions from USPTO patents (1976-2016). The task is: Predict the product of the given reaction. (1) Given the reactants CS(Cl)(=O)=O.[Br:6][C:7]1[CH:16]=[CH:15][CH:14]=[C:13]2[C:8]=1[CH:9]=[CH:10][N+:11]([O-])=[CH:12]2.C(C[NH2:21])O, predict the reaction product. The product is: [Br:6][C:7]1[CH:16]=[CH:15][CH:14]=[C:13]2[C:8]=1[CH:9]=[CH:10][N:11]=[C:12]2[NH2:21]. (2) Given the reactants [F:1][C:2]1[CH:10]=[C:9]2[C:5]([C:6]([C:11]3[CH:12]=[C:13]4[C:17](=[CH:18][CH:19]=3)[N:16]([CH2:20][CH2:21][C:22]([OH:24])=O)[N:15]=[CH:14]4)=[CH:7][NH:8]2)=[CH:4][CH:3]=1.[CH3:25][N:26]1[CH2:31][CH2:30][NH:29][CH2:28][CH2:27]1.CN(C(ON1N=NC2C=CC=NC1=2)=[N+](C)C)C.F[P-](F)(F)(F)(F)F.CCN(C(C)C)C(C)C, predict the reaction product. The product is: [F:1][C:2]1[CH:10]=[C:9]2[C:5]([C:6]([C:11]3[CH:12]=[C:13]4[C:17](=[CH:18][CH:19]=3)[N:16]([CH2:20][CH2:21][C:22]([N:29]3[CH2:30][CH2:31][N:26]([CH3:25])[CH2:27][CH2:28]3)=[O:24])[N:15]=[CH:14]4)=[CH:7][NH:8]2)=[CH:4][CH:3]=1. (3) Given the reactants Cl.[CH2:2]([N:9]1[CH2:14][CH2:13][CH:12]([C:15]([O:17]CC)=O)[C:11](=O)[CH2:10]1)[C:3]1[CH:8]=[CH:7][CH:6]=[CH:5][CH:4]=1.CO.C(O)(=O)C.[CH:27]([NH2:29])=[NH:28], predict the reaction product. The product is: [CH2:2]([N:9]1[CH2:14][CH2:13][C:12]2[C:15](=[O:17])[NH:29][CH:27]=[N:28][C:11]=2[CH2:10]1)[C:3]1[CH:8]=[CH:7][CH:6]=[CH:5][CH:4]=1. (4) Given the reactants Br[CH2:2][C:3]1[CH:13]=[CH:12][C:11]([O:14][CH3:15])=[CH:10][C:4]=1[C:5]([O:7]CC)=O.[NH2:16][C:17]1[CH:18]=[C:19]2[C:23](=[CH:24][CH:25]=1)[N:22]([CH3:26])[N:21]=[CH:20]2.C(N(CC)C(C)C)(C)C, predict the reaction product. The product is: [CH3:15][O:14][C:11]1[CH:10]=[C:4]2[C:3]([CH2:2][N:16]([C:17]3[CH:18]=[C:19]4[C:23](=[CH:24][CH:25]=3)[N:22]([CH3:26])[N:21]=[CH:20]4)[C:5]2=[O:7])=[CH:13][CH:12]=1. (5) Given the reactants [N:1]1[CH:6]=[CH:5][CH:4]=[CH:3][C:2]=1[NH2:7].[CH2:8](Cl)[C:9]1[CH:14]=[CH:13][CH:12]=[CH:11][CH:10]=1, predict the reaction product. The product is: [CH2:8]([C:5]1[CH:4]=[CH:3][C:2]([NH2:7])=[N:1][CH:6]=1)[C:9]1[CH:14]=[CH:13][CH:12]=[CH:11][CH:10]=1. (6) Given the reactants [C:1]([O:5][C:6]([NH:8][CH2:9][C:10]1[CH:18]=[CH:17][C:13]([C:14]([OH:16])=O)=[CH:12][C:11]=1[N+:19]([O-:21])=[O:20])=[O:7])([CH3:4])([CH3:3])[CH3:2].[NH:22]1[C:28]2[CH:29]=[CH:30][CH:31]=[CH:32][C:27]=2[CH2:26][CH2:25][CH2:24][CH2:23]1, predict the reaction product. The product is: [C:1]([O:5][C:6]([NH:8][CH2:9][C:10]1[CH:18]=[CH:17][C:13]([C:14]([N:22]2[C:28]3[CH:29]=[CH:30][CH:31]=[CH:32][C:27]=3[CH2:26][CH2:25][CH2:24][CH2:23]2)=[O:16])=[CH:12][C:11]=1[N+:19]([O-:21])=[O:20])=[O:7])([CH3:2])([CH3:3])[CH3:4].